Dataset: Forward reaction prediction with 1.9M reactions from USPTO patents (1976-2016). Task: Predict the product of the given reaction. (1) Given the reactants Br[C:2]1[CH:3]=[C:4]([NH:10][C:11]2[CH:16]=[CH:15][C:14]([C:17]([N:19]3[CH2:24][CH2:23][O:22][CH2:21][C@H:20]3[CH3:25])=[O:18])=[CH:13][N:12]=2)[C:5](=[O:9])[N:6]([CH3:8])[CH:7]=1.[C:26]([O:29][CH2:30][C:31]1[C:32]([N:46]2[CH2:57][CH2:56][N:55]3[C:48](=[CH:49][C:50]4[CH2:51][C:52]([CH3:59])([CH3:58])[CH2:53][C:54]=43)[C:47]2=[O:60])=[N:33][CH:34]=[CH:35][C:36]=1B1OC(C)(C)C(C)(C)O1)(=[O:28])[CH3:27].[O-]P([O-])([O-])=O.[K+].[K+].[K+].C([O-])(=O)C.[Na+], predict the reaction product. The product is: [C:26]([O:29][CH2:30][C:31]1[C:32]([N:46]2[CH2:57][CH2:56][N:55]3[C:48](=[CH:49][C:50]4[CH2:51][C:52]([CH3:59])([CH3:58])[CH2:53][C:54]=43)[C:47]2=[O:60])=[N:33][CH:34]=[CH:35][C:36]=1[C:2]1[CH:3]=[C:4]([NH:10][C:11]2[CH:16]=[CH:15][C:14]([C:17]([N:19]3[CH2:24][CH2:23][O:22][CH2:21][C@H:20]3[CH3:25])=[O:18])=[CH:13][N:12]=2)[C:5](=[O:9])[N:6]([CH3:8])[CH:7]=1)(=[O:28])[CH3:27]. (2) Given the reactants [CH2:1]([O:3][C:4]([C@@H:6]1[CH2:11][CH2:10][CH2:9][CH2:8][C@@H:7]1[NH:12][C:13](=[O:19])[CH2:14][CH:15]([CH3:18])[CH2:16]Cl)=[O:5])[CH3:2].[I-].[Na+].[H-].[Na+], predict the reaction product. The product is: [CH2:1]([O:3][C:4]([C@@H:6]1[CH2:11][CH2:10][CH2:9][CH2:8][C@H:7]1[N:12]1[CH2:16][CH:15]([CH3:18])[CH2:14][C:13]1=[O:19])=[O:5])[CH3:2].